From a dataset of Forward reaction prediction with 1.9M reactions from USPTO patents (1976-2016). Predict the product of the given reaction. (1) Given the reactants FC(F)(F)C(O)=O.[C:8]1(=[C:14]([C:31]2[CH:36]=[CH:35][C:34]([OH:37])=[CH:33][CH:32]=2)[C:15]2[CH:20]=[CH:19][C:18](/[CH:21]=[CH:22]/[C:23]([O:25]C(C)(C)C)=[O:24])=[C:17]([F:30])[CH:16]=2)[CH2:13][CH2:12][CH2:11][CH2:10][CH2:9]1, predict the reaction product. The product is: [C:8]1(=[C:14]([C:31]2[CH:36]=[CH:35][C:34]([OH:37])=[CH:33][CH:32]=2)[C:15]2[CH:20]=[CH:19][C:18](/[CH:21]=[CH:22]/[C:23]([OH:25])=[O:24])=[C:17]([F:30])[CH:16]=2)[CH2:13][CH2:12][CH2:11][CH2:10][CH2:9]1. (2) Given the reactants [CH2:1]([O:3][CH2:4][C:5]1[N:6]([N:18]=[C:19]([CH3:21])[CH3:20])[C:7]2[C:16]3[N:15]=[CH:14][CH:13]=[CH:12][C:11]=3[N:10]=[CH:9][C:8]=2[N:17]=1)[CH3:2].[BH4-].[Na+], predict the reaction product. The product is: [CH2:1]([O:3][CH2:4][C:5]1[N:6]([NH:18][CH:19]([CH3:20])[CH3:21])[C:7]2[C:16]3[N:15]=[CH:14][CH:13]=[CH:12][C:11]=3[N:10]=[CH:9][C:8]=2[N:17]=1)[CH3:2]. (3) Given the reactants [C:1](Cl)(=[O:5])[C:2](Cl)=O.CN(C)C=O.[CH3:12][O:13][C:14](=[O:30])[C:15]1[CH:20]=[CH:19][N:18]=[C:17]([C:21]2[CH:22]=[C:23]3[C:27](=[CH:28][CH:29]=2)[NH:26][CH:25]=C3)[CH:16]=1, predict the reaction product. The product is: [CH3:12][O:13][C:14](=[O:30])[C:15]1[CH:20]=[CH:19][N:18]=[C:17]([C:21]2[CH:22]=[C:23]3[C:27](=[CH:28][CH:29]=2)[NH:26][CH:25]=[C:2]3[CH:1]=[O:5])[CH:16]=1. (4) The product is: [Cl:1][C:2]1[C:7]([Cl:8])=[CH:6][C:5]2[NH:9][C:16](=[O:15])[CH2:17][C:18]([C:19]3[CH:24]=[CH:23][CH:22]=[C:21]([C:25]4[CH:30]=[N:29][CH:28]=[CH:27][N:26]=4)[CH:20]=3)=[N:10][C:4]=2[CH:3]=1. Given the reactants [Cl:1][C:2]1[C:7]([Cl:8])=[CH:6][C:5]([NH2:9])=[C:4]([NH2:10])[CH:3]=1.C([O:15][C:16](=O)[CH2:17][C:18](=O)[C:19]1[CH:24]=[CH:23][CH:22]=[C:21]([C:25]2[CH:30]=[N:29][CH:28]=[CH:27][N:26]=2)[CH:20]=1)(C)(C)C, predict the reaction product. (5) Given the reactants [C:1]([O:4][CH2:5][C@H:6]1[CH2:11][C@@H:10]([O:12][C:13](=[O:15])[CH3:14])[CH2:9][CH2:8][C@@:7]1([C@H:17]1[CH2:25][CH2:24][C@@:23]2([CH3:26])[C@@H:19]([CH2:20][C@H:21]([O:28][C:29](=[O:31])[CH3:30])[C:22]2=[CH2:27])[C@@H:18]1[CH2:32]OS(C)(=O)=O)[CH3:16])(=[O:3])[CH3:2].[N-:38]=[N+:39]=[N-:40].[Na+], predict the reaction product. The product is: [C:1]([O:4][CH2:5][C@H:6]1[CH2:11][C@@H:10]([O:12][C:13](=[O:15])[CH3:14])[CH2:9][CH2:8][C@@:7]1([C@H:17]1[CH2:25][CH2:24][C@@:23]2([CH3:26])[C@@H:19]([CH2:20][C@H:21]([O:28][C:29](=[O:31])[CH3:30])[C:22]2=[CH2:27])[C@@H:18]1[CH2:32][N:38]=[N+:39]=[N-:40])[CH3:16])(=[O:3])[CH3:2].